The task is: Predict the reaction yield, written as a fraction of the theoretical maximum amount of product (1.0 means a 100% yield; for example, 0.34 means a 34% yield).. This data is from Reaction yield outcomes from USPTO patents with 853,638 reactions. (1) The reactants are FC(F)(F)C(O)=O.[F:8][C:9]1[CH:10]=[C:11]([CH2:19][C:20]([O:22]C(C)(C)C)=[O:21])[CH:12]=[C:13]([F:18])[C:14]=1[N+:15]([O-:17])=[O:16]. The catalyst is C(Cl)Cl. The product is [F:8][C:9]1[CH:10]=[C:11]([CH2:19][C:20]([OH:22])=[O:21])[CH:12]=[C:13]([F:18])[C:14]=1[N+:15]([O-:17])=[O:16]. The yield is 0.670. (2) The reactants are [OH:1][C:2]1[CH:7]=[CH:6][CH:5]=[CH:4][C:3]=1[C:8]1[CH:9]=[CH:10][C:11]2[N:12]([C:14]([C:18]([O:20][CH2:21][CH3:22])=[O:19])=[C:15]([CH3:17])[N:16]=2)[N:13]=1.Cl[CH2:24][C@H:25]1[CH2:29][O:28][C:27]([CH3:31])([CH3:30])[O:26]1.C([O-])([O-])=O.[K+].[K+]. The catalyst is CN(C=O)C. The product is [CH3:30][C:27]1([CH3:31])[O:26][C@@H:25]([CH2:24][O:1][C:2]2[CH:7]=[CH:6][CH:5]=[CH:4][C:3]=2[C:8]2[CH:9]=[CH:10][C:11]3[N:12]([C:14]([C:18]([O:20][CH2:21][CH3:22])=[O:19])=[C:15]([CH3:17])[N:16]=3)[N:13]=2)[CH2:29][O:28]1. The yield is 0.720.